From a dataset of Forward reaction prediction with 1.9M reactions from USPTO patents (1976-2016). Predict the product of the given reaction. Given the reactants [BH4-].[Na+].[F:3][C:4]1[CH:9]=[CH:8][C:7]([F:10])=[CH:6][C:5]=1[C:11]1[CH2:12][CH2:13][CH2:14][N:15]=1, predict the reaction product. The product is: [F:3][C:4]1[CH:9]=[CH:8][C:7]([F:10])=[CH:6][C:5]=1[CH:11]1[CH2:12][CH2:13][CH2:14][NH:15]1.